Dataset: Reaction yield outcomes from USPTO patents with 853,638 reactions. Task: Predict the reaction yield, written as a fraction of the theoretical maximum amount of product (1.0 means a 100% yield; for example, 0.34 means a 34% yield). (1) The reactants are [CH3:1][C:2]1[N:3]=[C:4]([NH:7][C:8](=[O:33])[CH2:9][C:10]2[CH:15]=[CH:14][C:13]([O:16][C:17]3[C:26]4[C:21](=[CH:22][C:23]([O:31][CH3:32])=[C:24]([C:27]([O:29]C)=[O:28])[CH:25]=4)[N:20]=[CH:19][CH:18]=3)=[CH:12][CH:11]=2)[S:5][CH:6]=1.[OH-].[Li+]. No catalyst specified. The product is [CH3:1][C:2]1[N:3]=[C:4]([NH:7][C:8](=[O:33])[CH2:9][C:10]2[CH:15]=[CH:14][C:13]([O:16][C:17]3[C:26]4[C:21](=[CH:22][C:23]([O:31][CH3:32])=[C:24]([C:27]([OH:29])=[O:28])[CH:25]=4)[N:20]=[CH:19][CH:18]=3)=[CH:12][CH:11]=2)[S:5][CH:6]=1. The yield is 0.970. (2) The reactants are [Br:1][C:2]1[CH:7]=[CH:6][CH:5]=[C:4](F)[CH:3]=1.[NH:9]1[CH2:13][CH2:12][CH2:11][CH2:10]1.C([O-])([O-])=O.[K+].[K+]. The catalyst is CN(C=O)C.C(Cl)Cl.O. The product is [Br:1][C:2]1[CH:3]=[C:4]([N:9]2[CH2:13][CH2:12][CH2:11][CH2:10]2)[CH:5]=[CH:6][CH:7]=1. The yield is 0.700.